Dataset: Experimentally validated miRNA-target interactions with 360,000+ pairs, plus equal number of negative samples. Task: Binary Classification. Given a miRNA mature sequence and a target amino acid sequence, predict their likelihood of interaction. (1) The miRNA is hsa-miR-761 with sequence GCAGCAGGGUGAAACUGACACA. The protein sequence of the target gene is MYRSTKGASKARRDQINAEIRNLKELLPLAEADKVRLSYLHIMSLACIYTRKGVFFAGGTPLAGPTGLLSAQELEDIVAALPGFLLVFTAEGKLLYLSESVSEHLGHSMVDLVAQGDSIYDIIDPADHLTVRQQLTMPSALDADRLFRCRFNTSKSLRRQSSGNKLVLIRGRFHAHPPGAYWAGNPVFTAFCAPLEPRPRPGPGPGPGPGPASLFLAMFQSRHAKDLALLDVSESVLIYLGFERSELLCKSWYGLLHPEDLAQASSQHYRLLAESGDIQAEMVVRLQAKHGGWTWIYCML.... Result: 0 (no interaction). (2) The miRNA is hsa-miR-107 with sequence AGCAGCAUUGUACAGGGCUAUCA. The protein sequence of the target gene is MTGRAMDPLPAAAVGAAAEAEADEEADPPASDLPTPQAIEPQAIVQQVPAPSRMQMPQGNPLLLSHTLQELLARDTVQVELIPEKKGLFLKHVEYEVSSQRFKSSVYRRYNDFVVFQEMLLHKFPYRMVPALPPKRMLGADREFIEARRRALKRFVNLVARHPLFSEDVVLKLFLSFSGSDVQNKLKESAQCVGDEFLNCKLATRAKDFLPADIQAQFAISRELIRNIYNSFHKLRDRAERIASRAIDNAADLLIFGKELSAIGSDTTPLPSWAALNSSTWGSLKQALKGLSVEFALLAD.... Result: 1 (interaction). (3) The miRNA is hsa-miR-8087 with sequence GAAGACUUCUUGGAUUACAGGGG. The protein sequence of the target gene is MDPNCSCAAGGSYACAGSCKCKKCKCTSCKKSCCSCCPLGCAKCAQGCIRKGASEKCSCCA. Result: 0 (no interaction). (4) The miRNA is hsa-miR-6893-5p with sequence CAGGCAGGUGUAGGGUGGAGC. The protein sequence of the target gene is MSVNVSTAGKGVDPNTVDTYDSGDDWEIGVGNLIIDLDADLEKDRQKFEMNNSTNTTTNTTKDCGGPASNGTCSTSALADGLKFASVQPSAPQGNSHKETSKSKVKRAKTSKDANKSLPSAALYGIPEISSTGKRQEVQGRPGEATGMNSALGQSVSGGGSSNPNSNGTSTGTSAATAGAGSCGKSKEEKPGKSHSSRGAKRDKDAARSRKEKHDLLQGHQNGGGGQAPSGGHLYGFGTKSNGSGASPFHCGGAGSGSVGAAGEVSKTAPDSTLMGNSMLVKKEEEEEESHRRIKKLKTE.... Result: 0 (no interaction). (5) The miRNA is hsa-miR-4525 with sequence GGGGGGAUGUGCAUGCUGGUU. The protein sequence of the target gene is MGDERPHYYGKHGTPQKYDPTFKGPIYNRGCTDIICCVFLLLAIVGYVAVGIIAWTHGDPRKVIYPTDSRGEFCGQKGTKNENKPYLFYFNIVKCASPLVLLEFQCPTPQICVEKCPDRYLTYLNARSSRDFEYYKQFCVPGFKNNKGVAEVLQDGDCPAVLIPSKPLARRCFPAIHAYKGVLMVGNETTYEDGHGSRKNITDLVEGAKKANGVLEARQLAMRIFEDYTVSWYWIIIGLVIAMAMSLLFIILLRFLAGIMVWVMIIMVILVLGYGIFHCYMEYSRLRGEAGSDVSLVDLG.... Result: 0 (no interaction). (6) The miRNA is hsa-miR-4430 with sequence AGGCUGGAGUGAGCGGAG. The protein sequence of the target gene is MTTVVVHVDSKAELTTLLEQWEKDHGSGQDMVPILTRMSELIEKETEEYRKGDPDPFDDRHPGRADPECMLGHLLRILFKNDDFMNALVNAYVMTSREPPLNTAACRLLLDIMPGLETAVVFQEKEGIVENLFKWAREADQPLRTYSTGLLGGAMENQDIAANYRDENSQLVAIVLRRLRELQLQEVALRQDSKRPSPRKLSSEPLLPLDEEAVDMDYGDMAVDVVDGEQESSRDMEISFRLDSSHKTSSRVNSATKPEEGGLKKNKSAKHGDRENFRKAKQKLGFSSSDPDRVFVELSN.... Result: 0 (no interaction). (7) The miRNA is mmu-miR-3106-5p with sequence UGGCUCAUUUAGAAGCAGCCA. The protein sequence of the target gene is MTMQPAIQVWFGEDLPLSPRCPLTPRHGPGLADVCQYDEWIAVRHEATLLPMQEDLSIWLSGLLGVDIKAERLLEELDNGVLLCQLINVLQNMVKGCHSDEPGNFPMRKVPCKKDAASGSFFARDNTANFLHWCRHIGVDETYLFESEGLVLHKDPRQVYLCLLEIGRIVSRYGVEPPVLVKLEKEIELEETLLNASGLEESISIPKSCCQQEELHEAVKHIAEDPPCSCSHRFSIEYLSEGRYRLGEKILFIRMLHGKHVMVRVGGGWDTLQGFLLKYDPCRILQFATLEQKILAFQKG.... Result: 1 (interaction). (8) The miRNA is hsa-miR-450a-1-3p with sequence AUUGGGAACAUUUUGCAUGUAU. The protein sequence of the target gene is MEKTELIQKAKLAEQAERYDDMATCMKAVTEQGAELSNEERNLLSVAYKNVVGGRRSAWRVISSIEQKTDTSDKKLQLIKDYREKVESELRSICTTVLELLDKYLIANATNPESKVFYLKMKGDYFRYLAEVACGDDRKQTIDNSQGAYQEAFDISKKEMQPTHPIRLGLALNFSVFYYEILNNPELACTLAKTAFDEAIAELDTLNEDSYKDSTLIMQLLRDNLTLWTSDSAGEECDAAEGAEN. Result: 0 (no interaction). (9) The miRNA is hsa-miR-5698 with sequence UGGGGGAGUGCAGUGAUUGUGG. The protein sequence of the target gene is MVLESVARIVKVQLPAYLKRLPVPESITGFARLTVSEWLRLLPFLGVLALLGYLAVRPFLPKKKQQKDSLINLKIQKENPKVVNEINIEDLCLTKAAYCRCWRSKTFPACDGSHNKHNELTGDNVGPLILKKKEV. Result: 1 (interaction).